Dataset: Catalyst prediction with 721,799 reactions and 888 catalyst types from USPTO. Task: Predict which catalyst facilitates the given reaction. (1) Reactant: C([O:3][C:4](=[O:34])[CH2:5][C:6]1[C:14]2[C:9](=[CH:10][CH:11]=[C:12]([F:15])[CH:13]=2)[N:8]([CH2:16][C:17]2[CH:22]=[CH:21][CH:20]=[CH:19][C:18]=2[S:23]([C:26]2[CH:31]=[CH:30][C:29]([F:32])=[CH:28][CH:27]=2)(=[O:25])=[O:24])[C:7]=1[CH3:33])C.[OH-].[Li+].Cl. Product: [F:15][C:12]1[CH:13]=[C:14]2[C:9](=[CH:10][CH:11]=1)[N:8]([CH2:16][C:17]1[CH:22]=[CH:21][CH:20]=[CH:19][C:18]=1[S:23]([C:26]1[CH:31]=[CH:30][C:29]([F:32])=[CH:28][CH:27]=1)(=[O:24])=[O:25])[C:7]([CH3:33])=[C:6]2[CH2:5][C:4]([OH:34])=[O:3]. The catalyst class is: 30. (2) Reactant: [N+:1]([CH:4]=[CH:5][C:6]1[CH:11]=[CH:10][C:9]([C:12]([F:15])([F:14])[F:13])=[CH:8][CH:7]=1)([O-])=O.[H-].[H-].[H-].[H-].[Li+].[Al+3]. Product: [F:13][C:12]([F:14])([F:15])[C:9]1[CH:8]=[CH:7][C:6]([CH2:5][CH2:4][NH2:1])=[CH:11][CH:10]=1. The catalyst class is: 1. (3) The catalyst class is: 28. Reactant: C[Mg+].[Br-].[NH:4]1[CH:8]=[CH:7][CH:6]=[CH:5]1.[CH:9]1([C:15](Cl)=[O:16])[CH2:14][CH2:13][CH2:12][CH2:11][CH2:10]1.[NH4+].[Cl-]. Product: [CH:9]1([C:15]([C:5]2[NH:4][CH:8]=[CH:7][CH:6]=2)=[O:16])[CH2:14][CH2:13][CH2:12][CH2:11][CH2:10]1. (4) The catalyst class is: 118. Reactant: [K+].[OH:2][CH2:3][C:4]1[CH:9]=[CH:8][C:7]([C:10](=[O:24])/[CH:11]=[CH:12]/[C:13]2[CH:18]=[CH:17][C:16](/[CH:19]=[CH:20]/[C:21]([O-])=[O:22])=[CH:15][CH:14]=2)=[CH:6][CH:5]=1.C(Cl)CCl.C1C=CC2N(O)N=NC=2C=1.[NH2:39][O:40][CH:41]1[CH2:46][CH2:45][CH2:44][CH2:43][O:42]1. Product: [OH:2][CH2:3][C:4]1[CH:5]=[CH:6][C:7]([C:10](=[O:24])/[CH:11]=[CH:12]/[C:13]2[CH:14]=[CH:15][C:16](/[CH:19]=[CH:20]/[C:21]([NH:39][O:40][CH:41]3[CH2:46][CH2:45][CH2:44][CH2:43][O:42]3)=[O:22])=[CH:17][CH:18]=2)=[CH:8][CH:9]=1. (5) Reactant: C([O:8][C:9](=[O:31])[CH2:10][CH2:11][C:12]1[CH:17]=[CH:16][C:15]([O:18][CH:19]([C:24](=[O:30])[N:25]([CH2:27][CH2:28][OH:29])[CH3:26])[C:20]([O:22][CH3:23])=[O:21])=[CH:14][CH:13]=1)C1C=CC=CC=1. Product: [OH:29][CH2:28][CH2:27][N:25]([CH3:26])[C:24]([CH:19]([C:20]([O:22][CH3:23])=[O:21])[O:18][C:15]1[CH:16]=[CH:17][C:12]([CH2:11][CH2:10][C:9]([OH:31])=[O:8])=[CH:13][CH:14]=1)=[O:30]. The catalyst class is: 19. (6) Reactant: [O:1]=[C:2]1[C:11]2=[CH:12][NH:13][N:14]=[C:10]2[C:9]2[CH:8]=[C:7]([C:15](O)=[O:16])[C:6]([C:18]3[CH:23]=[CH:22][N:21]=[CH:20][CH:19]=3)=[CH:5][C:4]=2[N:3]1[CH2:24][C:25]([F:28])([F:27])[F:26].C(=O)(O)[O-].[NH4+:33].C(OC(OC(C)(C)C)=O)(OC(C)(C)C)=O. Product: [O:1]=[C:2]1[C:11]2=[CH:12][NH:13][N:14]=[C:10]2[C:9]2[CH:8]=[C:7]([C:15]([NH2:33])=[O:16])[C:6]([C:18]3[CH:19]=[CH:20][N:21]=[CH:22][CH:23]=3)=[CH:5][C:4]=2[N:3]1[CH2:24][C:25]([F:27])([F:26])[F:28]. The catalyst class is: 436. (7) Reactant: [CH3:1][N:2]1[CH:6]=[C:5]([N:7]2[C:19]3[C:18]4[CH:17]=[C:16]([C:20]5[CH:21]=[N:22][C:23](NCCO)=[CH:24][CH:25]=5)[CH:15]=[CH:14][C:13]=4[N:12]=[CH:11][C:10]=3[N:9]([CH3:30])[C:8]2=[O:31])[C:4]([CH3:32])=[N:3]1.C[OH:34].[CH2:35]1[CH2:39][O:38]CC1. Product: [CH3:1][N:2]1[CH:6]=[C:5]([N:7]2[C:19]3[C:18]4[CH:17]=[C:16]([C:20]5[CH:21]=[N:22][C:23]([O:38][CH2:39][CH2:35][OH:34])=[CH:24][CH:25]=5)[CH:15]=[CH:14][C:13]=4[N:12]=[CH:11][C:10]=3[N:9]([CH3:30])[C:8]2=[O:31])[C:4]([CH3:32])=[N:3]1. The catalyst class is: 45.